This data is from hERG Central: cardiac toxicity at 1µM, 10µM, and general inhibition. The task is: Predict hERG channel inhibition at various concentrations. (1) The drug is NC(=O)CC(NC(=O)c1cccc(Br)c1)c1ccc(NC2CCC2)c([N+](=O)[O-])c1. Results: hERG_inhib (hERG inhibition (general)): blocker. (2) The drug is CCOC(=O)CNc1c(-c2ccc(OC)cc2)nc2ccc(Cl)cn12. Results: hERG_inhib (hERG inhibition (general)): blocker. (3) The molecule is COc1ccc(/C=N/NC(=O)c2ccncc2)cc1CN1CCN(c2ccc(F)cc2)CC1. Results: hERG_inhib (hERG inhibition (general)): blocker. (4) The drug is CC(Oc1ccc(Cl)cc1Cl)C(=O)OCC(=O)c1c(N)n(C)c(=O)n(C)c1=O. Results: hERG_inhib (hERG inhibition (general)): blocker. (5) The drug is CC(C)(CN1CCNCC1)NS(=O)(=O)c1ccc(Cl)cc1. Results: hERG_inhib (hERG inhibition (general)): blocker. (6) The compound is Cc1cccc(Cn2c(CN3CCN(Cc4ccccc4)CC3)nc3c2c(=O)[nH]c(=O)n3C)c1. Results: hERG_inhib (hERG inhibition (general)): blocker. (7) The drug is Oc1ccc(-[n+]2c(-c3ccccc3)cc(-c3ccccc3)cc2-c2ccccc2)cc1.[O-][Cl+3]([O-])([O-])[O-]. Results: hERG_inhib (hERG inhibition (general)): blocker.